This data is from Human Reference Interactome with 51,813 positive PPI pairs across 8,248 proteins, plus equal number of experimentally-validated negative pairs. The task is: Binary Classification. Given two protein amino acid sequences, predict whether they physically interact or not. (1) Protein 1 (ENSG00000106631) has sequence MASRKAGTRGKVAATKQAQRGSSNVFSMFEQAQIQEFKEAFSCIDQNRDGIICKADLRETYSQLGKVSVPEEELDAMLQEGKGPINFTVFLTLFGEKLNGTDPEEAILSAFRMFDPSGKGVVNKDEFKQLLLTQADKFSPAEVEQMFALTPMDLAGNIDYKSLCYIITHGDEKEE*MFEQAQIQEFKEAFSCIDQNRDGIICKADLRETYSQLGKVSVPEEELDAMLQEGKGPINFTVFLTLFGEKLNGTDPEEAILSAFRMFDPSGKGVVNKDEFKQLLLTQADKFSPAEVEQMFALTP.... Protein 2 (ENSG00000140983) has sequence MRRDVRILLLGEAQVGKTSLILSLVGEEFPEEVPPRAEEITIPADVTPEKVPTHIVDYSEAEQTDEELREEIHKANVVCVVYDVSEEATIEKIRTKWIPLVNGGTTQGPRVPIILVGNKSDLRSGSSMEAVLPIMSQFPEIETCVECSAKNLRNISELFYYAQKAVLHPTAPLYDPEAKQLRPACAQALTRIFRLSDQDLDQALSDEELNAFQKSCFGHPLAPQALEDVKTVVCRNVAGGVREDRLTLDGFLFLNTLFIQRGRHETTWTILRRFGYSDALELTADYLSPLIHVPPGCSTE.... Result: 0 (the proteins do not interact). (2) Protein 1 (ENSG00000128989) has sequence MSAEVPEAASAEEQKEMEDKVTSPEKAEEAKLKARYPHLGQKPGGSDFLRKRLQKGQKYFDSGDYNMAKAKMKNKQLPTAAPDKTEVTGDHIPTPQDLPQRKPSLVASKLAG*MEDKVTSPEKAEEAKLKARYPHLGQKPGGSDFLRKRLQKGQKYFDSGDYNMAKAKMKNKQLPTAAPDKTEVTGDHIPTPQDLPQRKPSLVASKLAG*MSAEVPEAASAEEQKSEHNMLPWSLQPSIPNSLEEMEDKVTSPEKAEEAKLKARYPHLGQKPGGSDFLRKRLQKGQKYFDSGDYNMAKAK.... Result: 0 (the proteins do not interact). Protein 2 (ENSG00000090659) has sequence MSDSKEPRLQQLGLLVSKVPSSISQEQSRQDAIYQNLTQLKAAVGELSEKSKLQEIYQELTQLKAAVGELPEKSKLQEIYQELTRLKAAVGELPEKSKLQEIYQELTWLKAAVGELPEKSKMQEIYQELTRLKAAVGELPEKSKQQEIYQELTRLKAAVGELPEKSKQQEIYQELTRLKAAVGELPEKSKQQEIYQELTQLKAAVERLCHPCPWEWTFFQGNCYFMSNSQRNWHDSITACKEVGAQLVVIKSAEEQNFLQLQSSRSNRFTWMGLSDLNQEGTWQWVDGSPLLPSFKQYWN....